Dataset: Full USPTO retrosynthesis dataset with 1.9M reactions from patents (1976-2016). Task: Predict the reactants needed to synthesize the given product. (1) Given the product [Cl:11][C:4]1[N:3]=[C:2]([NH:1][C:32]([C:29]2([C:27]3[CH:26]=[CH:25][C:23]4[O:24][C:20]([F:35])([F:19])[O:21][C:22]=4[CH:28]=3)[CH2:31][CH2:30]2)=[O:33])[CH:9]=[C:8]([CH3:10])[C:5]=1[C:6]#[N:7], predict the reactants needed to synthesize it. The reactants are: [NH2:1][C:2]1[CH:9]=[C:8]([CH3:10])[C:5]([C:6]#[N:7])=[C:4]([Cl:11])[N:3]=1.CN(C=O)C.[H-].[Na+].[F:19][C:20]1([F:35])[O:24][C:23]2[CH:25]=[CH:26][C:27]([C:29]3([C:32](Cl)=[O:33])[CH2:31][CH2:30]3)=[CH:28][C:22]=2[O:21]1. (2) Given the product [CH2:1]=[C:2]1[CH2:3][CH2:4][C:5]([CH2:8][OH:9])([C:13]2[CH:18]=[CH:17][CH:16]=[C:15]([O:19][C:20]3[CH:25]=[CH:24][CH:23]=[CH:22][CH:21]=3)[CH:14]=2)[CH2:6][CH2:7]1, predict the reactants needed to synthesize it. The reactants are: [CH2:1]=[C:2]1[CH2:7][CH2:6][C:5]([C:13]2[CH:18]=[CH:17][CH:16]=[C:15]([O:19][C:20]3[CH:25]=[CH:24][CH:23]=[CH:22][CH:21]=3)[CH:14]=2)([C:8](OCC)=[O:9])[CH2:4][CH2:3]1.[H-].[Al+3].[Li+].[H-].[H-].[H-].